The task is: Predict which catalyst facilitates the given reaction.. This data is from Catalyst prediction with 721,799 reactions and 888 catalyst types from USPTO. Reactant: [CH:1]1([CH2:6][CH2:7][NH:8][C:9]([C:11]2[CH:12]=[CH:13][C:14]([CH3:21])=[C:15]([CH:20]=2)[C:16]([O:18]C)=[O:17])=[O:10])[CH2:5][CH2:4][CH2:3][CH2:2]1.[Li+].[OH-]. Product: [CH:1]1([CH2:6][CH2:7][NH:8][C:9]([C:11]2[CH:12]=[CH:13][C:14]([CH3:21])=[C:15]([CH:20]=2)[C:16]([OH:18])=[O:17])=[O:10])[CH2:5][CH2:4][CH2:3][CH2:2]1. The catalyst class is: 20.